This data is from Aqueous solubility values for 9,982 compounds from the AqSolDB database. The task is: Regression/Classification. Given a drug SMILES string, predict its absorption, distribution, metabolism, or excretion properties. Task type varies by dataset: regression for continuous measurements (e.g., permeability, clearance, half-life) or binary classification for categorical outcomes (e.g., BBB penetration, CYP inhibition). For this dataset (solubility_aqsoldb), we predict Y. The drug is COc1ccc(OC)c(C=O)c1. The Y is -2.32 log mol/L.